The task is: Predict the reactants needed to synthesize the given product.. This data is from Full USPTO retrosynthesis dataset with 1.9M reactions from patents (1976-2016). (1) Given the product [S:15]1[CH:16]=[CH:17][N:18]=[C:14]1[CH:13]=[N:12][CH:7]([CH2:8][C:9]1[CH:11]=[CH:22][CH:20]=[CH:21][CH:10]=1)[C:6]([O:5][C:1]([CH3:3])([CH3:4])[CH3:2])=[O:19], predict the reactants needed to synthesize it. The reactants are: [C:1]([O:5][C:6](=[O:19])[CH:7]([N:12]=[CH:13][C:14]1[S:15][CH:16]=[CH:17][N:18]=1)[CH2:8][CH:9]([CH3:11])[CH3:10])([CH3:4])([CH3:3])[CH3:2].[C:20](OC(=O)[C@H](CC1C=CC=CC=1)N)(C)([CH3:22])[CH3:21]. (2) Given the product [Br:24][C:25]1[N:26]=[C:27]([CH2:31][N:9]2[C:10]3[C:15](=[N:14][C:13]([CH3:18])=[CH:12][CH:11]=3)[C:16](=[O:17])[C:7]([C:5](=[O:6])[C:4]3[CH:19]=[CH:20][C:21]([O:22][CH3:23])=[C:2]([F:1])[CH:3]=3)=[CH:8]2)[CH:28]=[CH:29][CH:30]=1, predict the reactants needed to synthesize it. The reactants are: [F:1][C:2]1[CH:3]=[C:4]([CH:19]=[CH:20][C:21]=1[O:22][CH3:23])[C:5]([C:7]1[C:16](=[O:17])[C:15]2[C:10](=[CH:11][CH:12]=[C:13]([CH3:18])[N:14]=2)[NH:9][CH:8]=1)=[O:6].[Br:24][C:25]1[CH:30]=[CH:29][CH:28]=[C:27]([CH2:31]Br)[N:26]=1.